From a dataset of Forward reaction prediction with 1.9M reactions from USPTO patents (1976-2016). Predict the product of the given reaction. (1) Given the reactants S(Cl)([Cl:3])=O.[Br:5][C:6]1[CH:7]=[CH:8][C:9]([C:12]([OH:14])=O)=[N:10][CH:11]=1, predict the reaction product. The product is: [Br:5][C:6]1[CH:7]=[CH:8][C:9]([C:12]([Cl:3])=[O:14])=[N:10][CH:11]=1. (2) Given the reactants Br[CH2:2][CH2:3][N:4]1[C:30](=[O:31])[N:7]2[CH:8]([C:23]3[CH:28]=[CH:27][CH:26]=[C:25]([OH:29])[CH:24]=3)[C:9]3[NH:10][C:11]4[C:16]([C:17]=3[CH2:18][C:6]2([CH3:32])[C:5]1=[O:33])=[CH:15][C:14]([O:19][CH:20]([F:22])[F:21])=[CH:13][CH:12]=4.[CH3:34][NH2:35], predict the reaction product. The product is: [F:21][CH:20]([F:22])[O:19][C:14]1[CH:15]=[C:16]2[C:11](=[CH:12][CH:13]=1)[NH:10][C:9]1[CH:8]([C:23]3[CH:28]=[CH:27][CH:26]=[C:25]([OH:29])[CH:24]=3)[N:7]3[C:30](=[O:31])[N:4]([CH2:3][CH2:2][NH:35][CH3:34])[C:5](=[O:33])[C:6]3([CH3:32])[CH2:18][C:17]2=1.